From a dataset of Forward reaction prediction with 1.9M reactions from USPTO patents (1976-2016). Predict the product of the given reaction. (1) The product is: [N:1]12[CH2:6][CH2:5][CH:4]([CH2:7][CH2:8]1)[CH:3]([N:9]1[C:17]3[C:12](=[CH:13][C:14]([NH:18][C:22]([C:24]4[S:25][CH:26]=[CH:27][CH:28]=4)=[NH:23])=[CH:15][CH:16]=3)[CH:11]=[CH:10]1)[CH2:2]2. Given the reactants [N:1]12[CH2:8][CH2:7][CH:4]([CH2:5][CH2:6]1)[CH:3]([N:9]1[C:17]3[C:12](=[CH:13][C:14]([NH2:18])=[CH:15][CH:16]=3)[CH:11]=[CH:10]1)[CH2:2]2.I.CS[C:22]([C:24]1[S:25][CH:26]=[CH:27][CH:28]=1)=[NH:23], predict the reaction product. (2) Given the reactants [Br:1][C:2]1[CH:7]=[C:6]([N+:8]([O-])=O)[CH:5]=[CH:4][C:3]=1[CH:11]([CH3:13])[CH3:12].[ClH:14], predict the reaction product. The product is: [ClH:14].[Br:1][C:2]1[CH:7]=[C:6]([CH:5]=[CH:4][C:3]=1[CH:11]([CH3:13])[CH3:12])[NH2:8]. (3) Given the reactants [F:1][C:2]1[CH:11]=[CH:10][C:5]([C:6]([O:8][CH3:9])=[O:7])=[CH:4][C:3]=1[N:12]1[C:17]([CH3:18])=[CH:16][C:15]([OH:19])=[CH:14][C:13]1=[O:20].N12CCCN=C1CCCCC2.[F:32][C:33]1[CH:40]=[C:39]([F:41])[CH:38]=[CH:37][C:34]=1[CH2:35]Br.C([O-])(O)=O.[Na+], predict the reaction product. The product is: [F:32][C:33]1[CH:40]=[C:39]([F:41])[CH:38]=[CH:37][C:34]=1[CH2:35][O:19][C:15]1[CH:16]=[C:17]([CH3:18])[N:12]([C:3]2[CH:4]=[C:5]([CH:10]=[CH:11][C:2]=2[F:1])[C:6]([O:8][CH3:9])=[O:7])[C:13](=[O:20])[CH:14]=1. (4) Given the reactants Br[C:2]1[S:3][C:4]([NH:33]C(=O)OC(C)(C)C)=[C:5]([C:7](=[O:32])[NH:8][C:9]2[CH:10]=[N:11][N:12]([CH3:31])[C:13]=2[C@@H:14]2[CH2:20][CH2:19][C@@H:18]([NH:21]C(OC(C)(C)C)=O)[C@@H:17]([O:29][CH3:30])[CH2:16][O:15]2)[N:6]=1.[F:41][C:42]1[C:47]([F:48])=[CH:46][CH:45]=[C:44]([F:49])[C:43]=1B(O)O, predict the reaction product. The product is: [NH2:33][C:4]1[S:3][C:2]([C:43]2[C:44]([F:49])=[CH:45][CH:46]=[C:47]([F:48])[C:42]=2[F:41])=[N:6][C:5]=1[C:7]([NH:8][C:9]1[CH:10]=[N:11][N:12]([CH3:31])[C:13]=1[C@@H:14]1[CH2:20][CH2:19][C@@H:18]([NH2:21])[C@@H:17]([O:29][CH3:30])[CH2:16][O:15]1)=[O:32]. (5) The product is: [CH3:21][C:22]1([CH3:38])[C:26]([CH3:28])([CH3:27])[O:25][B:24]([C:2]2[C:10]3[C:5](=[CH:6][N:7]=[CH:8][CH:9]=3)[N:4]([S:11]([C:14]3[CH:19]=[CH:18][C:17]([CH3:20])=[CH:16][CH:15]=3)(=[O:13])=[O:12])[CH:3]=2)[O:23]1. Given the reactants Br[C:2]1[C:10]2[C:5](=[CH:6][N:7]=[CH:8][CH:9]=2)[N:4]([S:11]([C:14]2[CH:19]=[CH:18][C:17]([CH3:20])=[CH:16][CH:15]=2)(=[O:13])=[O:12])[CH:3]=1.[CH3:21][C:22]1([CH3:38])[C:26]([CH3:28])([CH3:27])[O:25][B:24]([B:24]2[O:25][C:26]([CH3:28])([CH3:27])[C:22]([CH3:38])([CH3:21])[O:23]2)[O:23]1.C([O-])(=O)C.[K+].COCCOC.ClCCl, predict the reaction product. (6) Given the reactants [CH:1]12[O:8][CH:5]([CH2:6][CH2:7]1)[CH2:4][N:3]([C:9]1[N:14]=[C:13]([C:15]3[CH:21]=[CH:20][C:18]([NH2:19])=[CH:17][CH:16]=3)[N:12]=[C:11]3[N:22]([CH:25]4[CH2:30][CH2:29][N:28]([CH2:31][C:32]([F:35])([F:34])[F:33])[CH2:27][CH2:26]4)[N:23]=[CH:24][C:10]=13)[CH2:2]2.[CH2:36]([N:38]([CH2:41]C)CC)C.ClC(Cl)([O:46]C(=O)OC(Cl)(Cl)Cl)Cl.CN, predict the reaction product. The product is: [CH3:36][NH:38][C:41]([NH:19][C:18]1[CH:20]=[CH:21][C:15]([C:13]2[N:12]=[C:11]3[N:22]([CH:25]4[CH2:26][CH2:27][N:28]([CH2:31][C:32]([F:34])([F:35])[F:33])[CH2:29][CH2:30]4)[N:23]=[CH:24][C:10]3=[C:9]([N:3]3[CH2:4][CH:5]4[O:8][CH:1]([CH2:7][CH2:6]4)[CH2:2]3)[N:14]=2)=[CH:16][CH:17]=1)=[O:46]. (7) Given the reactants C(OC([N:8]1[CH2:13][C@H:12]([O:14][CH2:15][C:16]2[CH:25]=[C:24]([O:26][CH3:27])[C:23]3[C:18](=[CH:19][CH:20]=[CH:21][CH:22]=3)[CH:17]=2)[C@@H:11]([C:28]2[CH:33]=[CH:32][C:31]([O:34][CH2:35][CH2:36][CH2:37][O:38][CH2:39][C:40]3[CH:45]=[CH:44][CH:43]=[CH:42][C:41]=3[O:46][CH3:47])=[CH:30][CH:29]=2)[C@H:10]([O:48][CH2:49][C@@H:50]([OH:54])[CH2:51][O:52][CH3:53])[CH2:9]1)=O)(C)(C)C.Cl, predict the reaction product. The product is: [CH3:53][O:52][CH2:51][C@H:50]([OH:54])[CH2:49][O:48][C@H:10]1[C@H:11]([C:28]2[CH:33]=[CH:32][C:31]([O:34][CH2:35][CH2:36][CH2:37][O:38][CH2:39][C:40]3[CH:45]=[CH:44][CH:43]=[CH:42][C:41]=3[O:46][CH3:47])=[CH:30][CH:29]=2)[C@@H:12]([O:14][CH2:15][C:16]2[CH:25]=[C:24]([O:26][CH3:27])[C:23]3[C:18](=[CH:19][CH:20]=[CH:21][CH:22]=3)[CH:17]=2)[CH2:13][NH:8][CH2:9]1.